This data is from Full USPTO retrosynthesis dataset with 1.9M reactions from patents (1976-2016). The task is: Predict the reactants needed to synthesize the given product. (1) Given the product [O:23]=[C:21]1[N:20]([CH2:24][O:25][CH2:26][CH2:27][Si:28]([CH3:31])([CH3:30])[CH3:29])[C:19]2[CH:32]=[CH:33][C:16]([CH:14]([C:11]3[CH:12]=[CH:13][N:9]([C:6]4[N:7]=[CH:8][C:3]([CH:2]=[O:1])=[CH:4][CH:5]=4)[N:10]=3)[CH3:15])=[CH:17][C:18]=2[S:22]1, predict the reactants needed to synthesize it. The reactants are: [OH:1][CH2:2][C:3]1[CH:4]=[CH:5][C:6]([N:9]2[CH:13]=[CH:12][C:11]([CH:14]([C:16]3[CH:33]=[CH:32][C:19]4[N:20]([CH2:24][O:25][CH2:26][CH2:27][Si:28]([CH3:31])([CH3:30])[CH3:29])[C:21](=[O:23])[S:22][C:18]=4[CH:17]=3)[CH3:15])=[N:10]2)=[N:7][CH:8]=1. (2) The reactants are: [F:1][C:2]1[CH:35]=[CH:34][C:5]([C:6](/[N:8]=[C:9]2/[N:10]([C@H:22]3[CH2:27][CH2:26][C@@H:25]([C:28](=[O:33])[NH:29][CH:30]([CH3:32])[CH3:31])[CH2:24][CH2:23]3)[C:11]3[CH:16]=[C:15]([O:17][CH2:18][CH2:19][OH:20])[N:14]=[CH:13][C:12]=3[NH:21]/2)=[O:7])=[CH:4][CH:3]=1.CC(OI1(OC(C)=O)(OC(C)=O)OC(=O)C2C=CC=CC1=2)=O. Given the product [F:1][C:2]1[CH:3]=[CH:4][C:5]([C:6](/[N:8]=[C:9]2/[N:10]([C@H:22]3[CH2:23][CH2:24][C@@H:25]([C:28](=[O:33])[NH:29][CH:30]([CH3:31])[CH3:32])[CH2:26][CH2:27]3)[C:11]3[CH:16]=[C:15]([O:17][CH2:18][CH:19]=[O:20])[N:14]=[CH:13][C:12]=3[NH:21]/2)=[O:7])=[CH:34][CH:35]=1, predict the reactants needed to synthesize it.